From a dataset of Catalyst prediction with 721,799 reactions and 888 catalyst types from USPTO. Predict which catalyst facilitates the given reaction. Reactant: B1(B2C3CCCC2CCC3)C2CCCC1CCC2.[C:19]([O:23][C:24](=[O:51])[NH:25][C@@H:26]([CH:49]=[CH2:50])[CH2:27][N:28]1[C:32]2[N:33]=[CH:34][N:35]=[C:36]([NH2:37])[C:31]=2[C:30]([C:38]2[CH:39]=[N:40][C:41]3[C:46]([CH:47]=2)=[CH:45][CH:44]=[CH:43][CH:42]=3)=[C:29]1Br)([CH3:22])([CH3:21])[CH3:20].[OH-].[Na+]. Product: [C:19]([O:23][C:24](=[O:51])[NH:25][C@H:26]1[CH2:49][CH2:50][C:29]2[N:28]([C:32]3[N:33]=[CH:34][N:35]=[C:36]([NH2:37])[C:31]=3[C:30]=2[C:38]2[CH:39]=[N:40][C:41]3[C:46]([CH:47]=2)=[CH:45][CH:44]=[CH:43][CH:42]=3)[CH2:27]1)([CH3:22])([CH3:21])[CH3:20]. The catalyst class is: 57.